From a dataset of NCI-60 drug combinations with 297,098 pairs across 59 cell lines. Regression. Given two drug SMILES strings and cell line genomic features, predict the synergy score measuring deviation from expected non-interaction effect. (1) Drug 1: CS(=O)(=O)C1=CC(=C(C=C1)C(=O)NC2=CC(=C(C=C2)Cl)C3=CC=CC=N3)Cl. Drug 2: COCCOC1=C(C=C2C(=C1)C(=NC=N2)NC3=CC=CC(=C3)C#C)OCCOC.Cl. Cell line: HCT-15. Synergy scores: CSS=12.1, Synergy_ZIP=-2.69, Synergy_Bliss=7.77, Synergy_Loewe=6.04, Synergy_HSA=6.49. (2) Drug 1: C1=C(C(=O)NC(=O)N1)N(CCCl)CCCl. Drug 2: CNC(=O)C1=NC=CC(=C1)OC2=CC=C(C=C2)NC(=O)NC3=CC(=C(C=C3)Cl)C(F)(F)F. Cell line: EKVX. Synergy scores: CSS=7.81, Synergy_ZIP=-8.29, Synergy_Bliss=-3.35, Synergy_Loewe=-7.05, Synergy_HSA=-2.13. (3) Drug 1: CC1=C2C(C(=O)C3(C(CC4C(C3C(C(C2(C)C)(CC1OC(=O)C(C(C5=CC=CC=C5)NC(=O)OC(C)(C)C)O)O)OC(=O)C6=CC=CC=C6)(CO4)OC(=O)C)O)C)O. Drug 2: C1CN(CCN1C(=O)CCBr)C(=O)CCBr. Cell line: SW-620. Synergy scores: CSS=14.4, Synergy_ZIP=-4.62, Synergy_Bliss=-0.452, Synergy_Loewe=6.53, Synergy_HSA=2.02.